Dataset: Catalyst prediction with 721,799 reactions and 888 catalyst types from USPTO. Task: Predict which catalyst facilitates the given reaction. (1) Reactant: [F:1][C:2]([F:24])([F:23])[C:3]1[CH:4]=[C:5]([C:13]2[N:17]=[CH:16][N:15](/[CH:18]=[CH:19]\[C:20](O)=[O:21])[N:14]=2)[CH:6]=[C:7]([C:9]([F:12])([F:11])[F:10])[CH:8]=1.CCN(C(C)C)C(C)C.CCN=C=NCCCN(C)C.Cl.[CH2:46]([NH:48][CH:49]([C:51]1[CH:52]=[N:53][CH:54]=[CH:55][CH:56]=1)[CH3:50])[CH3:47].C1C=CC2N(O)N=NC=2C=1. Product: [F:23][C:2]([F:1])([F:24])[C:3]1[CH:4]=[C:5]([C:13]2[N:17]=[CH:16][N:15](/[CH:18]=[CH:19]\[C:20]([N:48]([CH2:46][CH3:47])[CH:49]([C:51]3[CH:52]=[N:53][CH:54]=[CH:55][CH:56]=3)[CH3:50])=[O:21])[N:14]=2)[CH:6]=[C:7]([C:9]([F:10])([F:11])[F:12])[CH:8]=1. The catalyst class is: 98. (2) Reactant: C([O:6][C@@H:7]([C:9]1[N:14]=[C:13]([N:15]2[CH2:20][CH2:19][C:18]3[N:21]([CH3:35])[N:22]([C:25]4[CH:34]=[N:33][C:32]5[C:27](=[CH:28][CH:29]=[CH:30][CH:31]=5)[N:26]=4)[C:23](=[O:24])[C:17]=3[CH2:16]2)[CH:12]=[CH:11][N:10]=1)[CH3:8])(=O)CCC.C(=O)([O-])[O-].[K+].[K+]. Product: [OH:6][C@@H:7]([C:9]1[N:14]=[C:13]([N:15]2[CH2:20][CH2:19][C:18]3[N:21]([CH3:35])[N:22]([C:25]4[CH:34]=[N:33][C:32]5[C:27](=[CH:28][CH:29]=[CH:30][CH:31]=5)[N:26]=4)[C:23](=[O:24])[C:17]=3[CH2:16]2)[CH:12]=[CH:11][N:10]=1)[CH3:8]. The catalyst class is: 111. (3) Reactant: [CH3:1][O:2][C:3]1[CH:8]=[CH:7][CH:6]=[CH:5][C:4]=1[C:9]1[O:10][C:11]2[CH:17]=[CH:16][C:15]([C:18]([OH:20])=O)=[CH:14][C:12]=2[CH:13]=1.[C:21]1([S:31]([NH2:34])(=[O:33])=[O:32])[C:22]([S:27]([NH2:30])(=[O:29])=[O:28])=[CH:23][CH:24]=[CH:25][CH:26]=1. Product: [CH3:1][O:2][C:3]1[CH:8]=[CH:7][CH:6]=[CH:5][C:4]=1[C:9]1[O:10][C:11]2[CH:17]=[CH:16][C:15]([C:18]([NH:34][S:31]([C:21]3[CH:26]=[CH:25][CH:24]=[CH:23][C:22]=3[S:27](=[O:29])(=[O:28])[NH2:30])(=[O:33])=[O:32])=[O:20])=[CH:14][C:12]=2[CH:13]=1. The catalyst class is: 468. (4) Reactant: [CH3:1][C:2]1[C:7]([C:8]([O:10]C)=[O:9])=[C:6]([C:12]([F:15])([F:14])[F:13])[CH:5]=[C:4]([CH3:16])[N:3]=1.[OH-].[K+].[ClH:19]. Product: [ClH:19].[CH3:1][C:2]1[C:7]([C:8]([OH:10])=[O:9])=[C:6]([C:12]([F:14])([F:13])[F:15])[CH:5]=[C:4]([CH3:16])[N:3]=1. The catalyst class is: 8. (5) Reactant: C1COC(C2C=CC(F)=CC=2)(CCC[N:7]2[CH2:12][CH2:11][N:10]([C:13](=[O:28])[C:14]3[CH:19]=[C:18]([C:20]([F:23])([F:22])[F:21])[CH:17]=[C:16]([C:24]([F:27])([F:26])[F:25])[CH:15]=3)[C@H:9]([CH2:29][C:30]3[C:38]4[C:33](=[CH:34][CH:35]=[CH:36][CH:37]=4)[NH:32][CH:31]=3)[CH2:8]2)O1.[ClH:48]. Product: [ClH:48].[F:23][C:20]([F:21])([F:22])[C:18]1[CH:19]=[C:14]([CH:15]=[C:16]([C:24]([F:25])([F:26])[F:27])[CH:17]=1)[C:13]([N:10]1[CH2:11][CH2:12][NH:7][CH2:8][CH:9]1[CH2:29][C:30]1[C:38]2[C:33](=[CH:34][CH:35]=[CH:36][CH:37]=2)[NH:32][CH:31]=1)=[O:28]. The catalyst class is: 13. (6) Reactant: [Br:1][C:2]1[C:3](F)=[C:4]([N+:9]([O-])=O)[CH:5]=[CH:6][C:7]=1[F:8].[S-2:13].[Na+].[Na+].Cl.[N:17]([O-])=O.[Na+].C(=O)([O-])[O-].[K+].[K+]. Product: [Br:1][C:2]1[C:3]2[S:13][N:17]=[N:9][C:4]=2[CH:5]=[CH:6][C:7]=1[F:8]. The catalyst class is: 693.